Dataset: Reaction yield outcomes from USPTO patents with 853,638 reactions. Task: Predict the reaction yield, written as a fraction of the theoretical maximum amount of product (1.0 means a 100% yield; for example, 0.34 means a 34% yield). (1) The reactants are C(OC([N:8]1[C:13]2[CH:14]=[C:15]([Cl:24])[CH:16]=[C:17]([C:18]3[CH:23]=[CH:22][N:21]=[CH:20][CH:19]=3)[C:12]=2[O:11][CH:10]([C:25]([N:27]2[CH2:32][CH2:31][C:30]([C:41]#[N:42])([CH2:33][C:34]3[CH:39]=[CH:38][C:37]([F:40])=[CH:36][CH:35]=3)[CH2:29][CH2:28]2)=[O:26])[CH2:9]1)=O)(C)(C)C.C(O)(C(F)(F)F)=O. The catalyst is C(Cl)Cl. The product is [Cl:24][C:15]1[CH:16]=[C:17]([C:18]2[CH:23]=[CH:22][N:21]=[CH:20][CH:19]=2)[C:12]2[O:11][CH:10]([C:25]([N:27]3[CH2:32][CH2:31][C:30]([CH2:33][C:34]4[CH:39]=[CH:38][C:37]([F:40])=[CH:36][CH:35]=4)([C:41]#[N:42])[CH2:29][CH2:28]3)=[O:26])[CH2:9][NH:8][C:13]=2[CH:14]=1. The yield is 0.555. (2) The reactants are [Cl:1][C:2]1[CH:3]=[C:4]([CH:24]=[CH:25][CH:26]=1)[CH2:5][NH:6][C:7]([C:9]1S[CH:11]=[CH:12][C:13]=1[NH:14][C:15]1[C:16]2[CH:23]=[CH:22][NH:21][C:17]=2[N:18]=[CH:19][N:20]=1)=[O:8].C[O:28]C(C1OC=CC=1NC1C2C=CNC=2N=CN=1)=O. No catalyst specified. The product is [Cl:1][C:2]1[CH:3]=[C:4]([CH:24]=[CH:25][CH:26]=1)[CH2:5][NH:6][C:7]([C:9]1[O:28][CH:11]=[CH:12][C:13]=1[NH:14][C:15]1[C:16]2[CH:23]=[CH:22][NH:21][C:17]=2[N:18]=[CH:19][N:20]=1)=[O:8]. The yield is 0.0900.